Dataset: Full USPTO retrosynthesis dataset with 1.9M reactions from patents (1976-2016). Task: Predict the reactants needed to synthesize the given product. (1) The reactants are: [F:1][C:2]1[CH:3]=[C:4]2[C:9](=[CH:10][C:11]=1[OH:12])[CH2:8][CH:7]([C:13]([O:15][CH3:16])=[O:14])[CH2:6][CH2:5]2.[N+]([C:20]1[CH:25]=[CH:24][N:23]=[C:22]([NH:26][C:27]([CH:29]2[CH2:31][CH2:30]2)=[O:28])[CH:21]=1)([O-])=O.C(=O)([O-])[O-].[Cs+].[Cs+].CN(C)C=O. Given the product [CH:29]1([C:27]([NH:26][C:22]2[CH:21]=[C:20]([O:12][C:11]3[CH:10]=[C:9]4[C:4]([CH2:5][CH2:6][CH:7]([C:13]([O:15][CH3:16])=[O:14])[CH2:8]4)=[CH:3][C:2]=3[F:1])[CH:25]=[CH:24][N:23]=2)=[O:28])[CH2:30][CH2:31]1, predict the reactants needed to synthesize it. (2) Given the product [NH2:25][C:22]1[N:23]=[CH:24][C:19]([C:16]2[C:15]([F:26])=[CH:14][C:13]([C:4]3[CH:5]=[CH:6][CH:7]=[CH:8][C:3]=3[CH2:2][OH:1])=[CH:18][CH:17]=2)=[N:20][CH:21]=1, predict the reactants needed to synthesize it. The reactants are: [OH:1][CH2:2][C:3]1[CH:8]=[CH:7][CH:6]=[CH:5][C:4]=1B(O)O.Br[C:13]1[CH:18]=[CH:17][C:16]([C:19]2[N:20]=[CH:21][C:22]([NH2:25])=[N:23][CH:24]=2)=[C:15]([F:26])[CH:14]=1.C(Cl)Cl.C([O-])([O-])=O.[Na+].[Na+]. (3) Given the product [CH:1]1([C:4]2[C:9]([C:10]([N:71]3[CH2:72][CH2:73][CH:68]([N:63]4[CH2:67][CH2:66][CH2:65][CH2:64]4)[CH2:69][CH2:70]3)=[O:12])=[C:8]([CH3:13])[N:7]=[C:6]([C:14]3[CH:19]=[CH:18][CH:17]=[C:16]([O:27][C:26]([F:38])([F:37])[F:25])[CH:15]=3)[N:5]=2)[CH2:2][CH2:3]1, predict the reactants needed to synthesize it. The reactants are: [CH:1]1([C:4]2[C:9]([C:10]([OH:12])=O)=[C:8]([CH3:13])[N:7]=[C:6]([C:14]3[CH:19]=[CH:18][CH:17]=[C:16](C(F)(F)F)[CH:15]=3)[N:5]=2)[CH2:3][CH2:2]1.Cl.[F:25][C:26]([F:38])([F:37])[O:27]C1C=C(C=CC=1)C(N)=N.CN(C(ON1N=NC2C=CC=NC1=2)=[N+](C)C)C.F[P-](F)(F)(F)(F)F.[N:63]1([CH:68]2[CH2:73][CH2:72][NH:71][CH2:70][CH2:69]2)[CH2:67][CH2:66][CH2:65][CH2:64]1. (4) Given the product [Cl:39][C:27]1[CH:26]=[C:25]([C:23]2[N:24]=[C:20]([NH:19][C:17](=[O:18])[CH2:16][N:10]3[C:6]4[C:5](=[O:12])[N:4]([CH3:13])[C:3](=[O:14])[N:2]([CH3:1])[C:7]=4[CH:8]=[CH:9]3)[S:21][CH:22]=2)[CH:30]=[C:29]([Cl:31])[C:28]=1[O:32][CH2:33][CH2:34][C:35]([F:36])([F:37])[F:38], predict the reactants needed to synthesize it. The reactants are: [CH3:1][N:2]1[C:7]2[C:8](C)=[CH:9][NH:10][C:6]=2[C:5](=[O:12])[N:4]([CH3:13])[C:3]1=[O:14].Br[CH2:16][C:17]([NH:19][C:20]1[S:21][CH:22]=[C:23]([C:25]2[CH:30]=[C:29]([Cl:31])[C:28]([O:32][CH2:33][CH2:34][C:35]([F:38])([F:37])[F:36])=[C:27]([Cl:39])[CH:26]=2)[N:24]=1)=[O:18].[H-].[Na+]. (5) Given the product [CH3:1][C:2]1[C:6]([C:7]([NH:9][N:10]2[CH2:11][CH2:12][CH2:13][CH2:14][CH2:15]2)=[O:8])=[N:5][N:4]([C:16]2[CH:17]=[CH:18][C:19]([Cl:23])=[CH:20][C:21]=2[Cl:22])[C:3]=1[C:24]1[CH:25]=[CH:26][C:27]([Cl:30])=[CH:28][CH:29]=1, predict the reactants needed to synthesize it. The reactants are: [CH3:1][C:2]1[C:6]([C:7]([NH:9][N:10]2[CH2:15][CH2:14][CH2:13][CH2:12][CH2:11]2)=[O:8])=[N:5][N:4]([C:16]2[CH:17]=[CH:18][C:19]([Cl:23])=[CH:20][C:21]=2[Cl:22])[C:3]=1[C:24]1[CH:25]=[CH:26][C:27]([Cl:30])=[CH:28][CH:29]=1.Cl.C(Cl)Cl.N. (6) Given the product [C:1]([OH:8])(=[O:7])/[CH:2]=[CH:3]/[C:4]([OH:6])=[O:5].[Cl:9][C:10]1[CH:15]=[CH:14][CH:13]=[CH:12][C:11]=1[CH2:16][CH2:17][NH:18][CH2:19][CH2:20][CH2:21][S:22][CH2:23][CH2:24][NH:25][CH2:26][C@@H:27]([C:29]1[C:37]2[S:36][C:35](=[O:38])[NH:34][C:33]=2[C:32]([OH:39])=[CH:31][CH:30]=1)[OH:28], predict the reactants needed to synthesize it. The reactants are: [C:1]([OH:8])(=[O:7])/[CH:2]=[CH:3]/[C:4]([OH:6])=[O:5].[Cl:9][C:10]1[CH:15]=[CH:14][CH:13]=[CH:12][C:11]=1[CH2:16][CH2:17][NH:18][CH2:19][CH2:20][CH2:21][S:22][CH2:23][CH2:24][NH:25][CH2:26][C@@H:27]([C:29]1[C:37]2[S:36][C:35](=[O:38])[NH:34][C:33]=2[C:32]([OH:39])=[CH:31][CH:30]=1)[OH:28].